From a dataset of Forward reaction prediction with 1.9M reactions from USPTO patents (1976-2016). Predict the product of the given reaction. (1) Given the reactants [CH3:1][CH2:2][CH2:3][CH2:4][CH2:5][C:6]1[CH:7]=[C:8]([OH:23])[C:9]([C@H:13]2[C@H:18]([C:19]([CH3:21])=[CH2:20])[CH2:17][CH2:16][C:15]([CH3:22])=[CH:14]2)=[C:10]([OH:12])[CH:11]=1.C([Al](CC(C)C)CC(C)C)C(C)C, predict the reaction product. The product is: [CH3:1][CH2:2][CH2:3][CH2:4][CH2:5][C:6]1[CH:11]=[C:10]([OH:12])[C:9]2[C@@H:13]3[CH:14]=[C:15]([CH3:22])[CH2:16][CH2:17][C@H:18]3[C:19]([CH3:21])([CH3:20])[O:23][C:8]=2[CH:7]=1. (2) Given the reactants [OH:1][C:2]1[C:7](=[O:8])N[C:5]([C:9]2([O:13][CH2:14][CH2:15][CH2:16]O)[CH2:12][CH2:11][CH2:10]2)=[N:4][C:3]=1[C:18]([O:20][CH2:21][CH3:22])=[O:19].[Cl-].[CH2:24](N(CC)CC)C.C(=O)([O-])[O-].[K+].[K+], predict the reaction product. The product is: [OH:1][C:2]1[C:7](=[O:8])[CH:24]2[CH2:16][CH2:15][CH2:14][O:13][C:9]3([CH2:12][CH2:11][CH2:10]3)[C:5]2=[N:4][C:3]=1[C:18]([O:20][CH2:21][CH3:22])=[O:19]. (3) Given the reactants [CH3:1][C:2]([CH3:20])([CH2:18][NH2:19])[CH2:3][NH:4][C:5]1[C:14]2[C:9](=[CH:10][CH:11]=[CH:12][CH:13]=2)[N:8]=[CH:7][C:6]=1[N+:15]([O-:17])=[O:16].[OH-].[Na+].[C:23](O[C:23]([O:25][C:26]([CH3:29])([CH3:28])[CH3:27])=[O:24])([O:25][C:26]([CH3:29])([CH3:28])[CH3:27])=[O:24], predict the reaction product. The product is: [CH3:1][C:2]([CH3:20])([CH2:3][NH:4][C:5]1[C:14]2[C:9](=[CH:10][CH:11]=[CH:12][CH:13]=2)[N:8]=[CH:7][C:6]=1[N+:15]([O-:17])=[O:16])[CH2:18][NH:19][C:23](=[O:24])[O:25][C:26]([CH3:29])([CH3:28])[CH3:27]. (4) Given the reactants [Cl:1][C:2]1[CH:7]=[CH:6][C:5]([NH:8][CH2:9][CH2:10][CH2:11][Cl:12])=[CH:4][CH:3]=1.C(N(CC)CC)C.[C:20](Cl)(=[O:28])[O:21][C:22]1[CH:27]=[CH:26][CH:25]=[CH:24][CH:23]=1.O, predict the reaction product. The product is: [Cl:1][C:2]1[CH:3]=[CH:4][C:5]([N:8]([CH2:9][CH2:10][CH2:11][Cl:12])[C:20](=[O:28])[O:21][C:22]2[CH:27]=[CH:26][CH:25]=[CH:24][CH:23]=2)=[CH:6][CH:7]=1.